Dataset: Forward reaction prediction with 1.9M reactions from USPTO patents (1976-2016). Task: Predict the product of the given reaction. (1) Given the reactants [CH:1]#[C:2][CH2:3][CH2:4][CH2:5][CH3:6].[N:7]([CH2:10][C:11]([O:13][CH2:14][CH3:15])=[O:12])=[N+:8]=[N-:9], predict the reaction product. The product is: [CH2:4]([C:5]1[N:9]=[N:8][N:7]([CH2:10][C:11]([O:13][CH2:14][CH3:15])=[O:12])[CH:6]=1)[CH2:3][CH2:2][CH3:1]. (2) Given the reactants [CH:1]([N:4]1[C:8]([C:9]2[N:10]=[C:11]3[C:17]4[CH:18]=[CH:19][C:20]([CH2:22][C:23]([O:25]C)=[O:24])=[CH:21][C:16]=4[O:15][CH2:14][CH2:13][N:12]3[CH:27]=2)=[N:7][CH:6]=[N:5]1)([CH3:3])[CH3:2].[OH-].[Li+], predict the reaction product. The product is: [CH:1]([N:4]1[C:8]([C:9]2[N:10]=[C:11]3[C:17]4[CH:18]=[CH:19][C:20]([CH2:22][C:23]([OH:25])=[O:24])=[CH:21][C:16]=4[O:15][CH2:14][CH2:13][N:12]3[CH:27]=2)=[N:7][CH:6]=[N:5]1)([CH3:3])[CH3:2]. (3) Given the reactants [H-].[Na+].F[C:4]1[CH:9]=[CH:8][C:7]([N+:10]([O-:12])=[O:11])=[CH:6][C:5]=1[C:13]1[O:14][C:15]2[CH:21]=[CH:20][C:19]([C:22]3[CH:27]=[CH:26][CH:25]=[CH:24][CH:23]=3)=[CH:18][C:16]=2[N:17]=1.[OH2:28], predict the reaction product. The product is: [N+:10]([C:7]1[CH:8]=[CH:9][C:4]([O:28][CH2:5][CH2:13][O:14][CH3:15])=[C:5]([C:13]2[O:14][C:15]3[CH:21]=[CH:20][C:19]([C:22]4[CH:27]=[CH:26][CH:25]=[CH:24][CH:23]=4)=[CH:18][C:16]=3[N:17]=2)[CH:6]=1)([O-:12])=[O:11]. (4) Given the reactants Br[C:2]1[C:10]([F:11])=[C:9]2[C:5]([CH:6]=[N:7][N:8]2[CH3:12])=[CH:4][CH:3]=1.[F:13][C:14]1[C:15]([CH3:45])=[C:16]([C@:20]2([C:33]([O:35][CH2:36][C:37]3[CH:42]=[CH:41][C:40]([O:43][CH3:44])=[CH:39][CH:38]=3)=[O:34])[CH2:24][CH2:23][C:22](OS(C(F)(F)F)(=O)=O)=[CH:21]2)[CH:17]=[CH:18][CH:19]=1, predict the reaction product. The product is: [F:11][C:10]1[C:2]([C:22]2[CH2:23][CH2:24][C@:20]([C:16]3[CH:17]=[CH:18][CH:19]=[C:14]([F:13])[C:15]=3[CH3:45])([C:33]([O:35][CH2:36][C:37]3[CH:42]=[CH:41][C:40]([O:43][CH3:44])=[CH:39][CH:38]=3)=[O:34])[CH:21]=2)=[CH:3][CH:4]=[C:5]2[C:9]=1[N:8]([CH3:12])[N:7]=[CH:6]2. (5) Given the reactants C[O:2][C:3](=[O:25])[C:4]1[CH:9]=[C:8]([O:10][C:11]2[CH:16]=[CH:15][C:14]([S:17]([CH3:20])(=[O:19])=[O:18])=[CH:13][CH:12]=2)[CH:7]=[C:6]([O:21][CH:22]([CH3:24])[CH3:23])[CH:5]=1.CCO.O.[OH-].[Na+], predict the reaction product. The product is: [CH:22]([O:21][C:6]1[CH:5]=[C:4]([CH:9]=[C:8]([O:10][C:11]2[CH:16]=[CH:15][C:14]([S:17]([CH3:20])(=[O:19])=[O:18])=[CH:13][CH:12]=2)[CH:7]=1)[C:3]([OH:25])=[O:2])([CH3:24])[CH3:23]. (6) Given the reactants [C:1]([O:5][C:6]([N:8]1[CH2:13][CH2:12][N:11]([C:14]([C:16]2[C:20]3=[N:21][CH:22]=[CH:23][CH:24]=[C:19]3[N:18]([C:25]3[CH:30]=[CH:29][CH:28]=[CH:27][CH:26]=3)[C:17]=2Cl)=[O:15])[CH2:10][CH2:9]1)=[O:7])([CH3:4])([CH3:3])[CH3:2].[F:32][C:33]1[C:34]([CH3:40])=[C:35]([OH:39])[CH:36]=[CH:37][CH:38]=1, predict the reaction product. The product is: [C:1]([O:5][C:6]([N:8]1[CH2:13][CH2:12][N:11]([C:14]([C:16]2[C:20]3=[N:21][CH:22]=[CH:23][CH:24]=[C:19]3[N:18]([C:25]3[CH:30]=[CH:29][CH:28]=[CH:27][CH:26]=3)[C:17]=2[O:39][C:35]2[CH:36]=[CH:37][CH:38]=[C:33]([F:32])[C:34]=2[CH3:40])=[O:15])[CH2:10][CH2:9]1)=[O:7])([CH3:4])([CH3:3])[CH3:2]. (7) Given the reactants [CH2:1]([NH:3][C:4]1[S:5][C@H:6]2[O:12][C@H:11]([C:13]([OH:15])=O)[C@@H:10]([OH:16])[C@H:9]([OH:17])[C@H:7]2[N:8]=1)[CH3:2].ON1C2C=CC=CC=2N=N1.Cl.[CH3:29][N:30](C)[CH2:31]CCN=C=NCC.Cl.CNC.CCN(C(C)C)C(C)C, predict the reaction product. The product is: [CH2:1]([NH:3][C:4]1[S:5][CH:6]2[O:12][CH:11]([C:13]([N:30]([CH3:31])[CH3:29])=[O:15])[CH:10]([OH:16])[CH:9]([OH:17])[CH:7]2[N:8]=1)[CH3:2]. (8) Given the reactants [H-].[Na+].[NH2:3][C:4]1[C:12]2[C:11]([C:13]3[CH:18]=[CH:17][C:16]([Cl:19])=[C:15]([Cl:20])[CH:14]=3)=[N:10][C:9](S(C)=O)=[N:8][C:7]=2[S:6][C:5]=1[C:24]([NH2:26])=[O:25].Cl.O.[CH:29]([OH:32])([CH3:31])[CH3:30], predict the reaction product. The product is: [NH2:3][C:4]1[C:12]2[C:11]([C:13]3[CH:18]=[CH:17][C:16]([Cl:19])=[C:15]([Cl:20])[CH:14]=3)=[N:10][C:9]([O:32][CH:29]([CH3:31])[CH3:30])=[N:8][C:7]=2[S:6][C:5]=1[C:24]([NH2:26])=[O:25]. (9) Given the reactants C([O:8][C:9]1[C:14]([CH2:15][N:16]2[CH2:25][CH2:24][C:23]3[C:18](=[C:19]([Cl:34])[C:20]([C:27]4[C:28]([CH3:33])=[N:29][O:30][C:31]=4[CH3:32])=[CH:21][C:22]=3[Cl:26])[C:17]2=[O:35])=[C:13]([CH3:36])[CH:12]=[C:11]([CH3:37])[N:10]=1)C1C=CC=CC=1, predict the reaction product. The product is: [Cl:26][C:22]1[CH:21]=[C:20]([C:27]2[C:28]([CH3:33])=[N:29][O:30][C:31]=2[CH3:32])[C:19]([Cl:34])=[C:18]2[C:23]=1[CH2:24][CH2:25][N:16]([CH2:15][C:14]1[C:9](=[O:8])[NH:10][C:11]([CH3:37])=[CH:12][C:13]=1[CH3:36])[C:17]2=[O:35]. (10) Given the reactants [C:1]([O:5][C:6](=[O:21])[NH:7][CH2:8][C:9]1[C:18]2[C:13](=[CH:14][CH:15]=[CH:16][CH:17]=2)[C:12](=[O:19])[N:11]([NH2:20])[N:10]=1)([CH3:4])([CH3:3])[CH3:2].[F:22][C:23]1([F:33])[CH2:28][CH2:27][CH:26]([CH2:29][C:30](O)=[O:31])[CH2:25][CH2:24]1, predict the reaction product. The product is: [C:1]([O:5][C:6](=[O:21])[NH:7][CH2:8][C:9]1[C:18]2[C:13](=[CH:14][CH:15]=[CH:16][CH:17]=2)[C:12](=[O:19])[N:11]([NH:20][C:30](=[O:31])[CH2:29][CH:26]2[CH2:27][CH2:28][C:23]([F:33])([F:22])[CH2:24][CH2:25]2)[N:10]=1)([CH3:4])([CH3:2])[CH3:3].